From a dataset of Full USPTO retrosynthesis dataset with 1.9M reactions from patents (1976-2016). Predict the reactants needed to synthesize the given product. (1) The reactants are: C([N:8]1[CH:12]=[C:11]([CH2:13][CH2:14][CH2:15]/[CH:16]=[CH:17]/[CH:18]2[CH2:23][CH2:22][N:21]([C:24]([O:26][C:27]([CH3:30])([CH3:29])[CH3:28])=[O:25])[CH2:20][CH2:19]2)[N:10]=[N:9]1)C1C=CC=CC=1. Given the product [NH:8]1[CH:12]=[C:11]([CH2:13][CH2:14][CH2:15][CH2:16][CH2:17][CH:18]2[CH2:23][CH2:22][N:21]([C:24]([O:26][C:27]([CH3:30])([CH3:29])[CH3:28])=[O:25])[CH2:20][CH2:19]2)[N:10]=[N:9]1, predict the reactants needed to synthesize it. (2) Given the product [CH3:19][N:17]1[CH:18]=[C:13]([C:3]2[CH:4]=[C:5]([CH2:8][S:9]([CH3:12])(=[O:10])=[O:11])[CH:6]=[CH:7][C:2]=2[NH:1][C:35]2[CH:36]=[N:37][CH:38]=[CH:39][CH:40]=2)[C:14]2[CH:23]=[CH:22][N:21]([S:24]([C:27]3[CH:28]=[CH:29][C:30]([CH3:31])=[CH:32][CH:33]=3)(=[O:26])=[O:25])[C:15]=2[C:16]1=[O:20], predict the reactants needed to synthesize it. The reactants are: [NH2:1][C:2]1[CH:7]=[CH:6][C:5]([CH2:8][S:9]([CH3:12])(=[O:11])=[O:10])=[CH:4][C:3]=1[C:13]1[C:14]2[CH:23]=[CH:22][N:21]([S:24]([C:27]3[CH:33]=[CH:32][C:30]([CH3:31])=[CH:29][CH:28]=3)(=[O:26])=[O:25])[C:15]=2[C:16](=[O:20])[N:17]([CH3:19])[CH:18]=1.Br[C:35]1[CH:36]=[N:37][CH:38]=[CH:39][CH:40]=1.C(=O)([O-])[O-].[Cs+].[Cs+].O. (3) Given the product [F:31][C:5]1[C:6]2[C:11](=[CH:10][CH:9]=[C:8]([S:12]([NH:15][C:16]3[CH:21]=[CH:20][N:19]=[CH:18][N:17]=3)(=[O:14])=[O:13])[CH:7]=2)[C:2]([C:35]2[CH:36]=[CH:37][C:38]([C:40]([F:43])([F:42])[F:41])=[CH:39][C:34]=2[O:33][CH3:32])=[N:3][CH:4]=1, predict the reactants needed to synthesize it. The reactants are: Cl[C:2]1[C:11]2[C:6](=[CH:7][C:8]([S:12]([N:15](CC3C=CC(OC)=CC=3)[C:16]3[CH:21]=[CH:20][N:19]=[CH:18][N:17]=3)(=[O:14])=[O:13])=[CH:9][CH:10]=2)[C:5]([F:31])=[CH:4][N:3]=1.[CH3:32][O:33][C:34]1[CH:39]=[C:38]([C:40]([F:43])([F:42])[F:41])[CH:37]=[CH:36][C:35]=1B(O)O.